From a dataset of Full USPTO retrosynthesis dataset with 1.9M reactions from patents (1976-2016). Predict the reactants needed to synthesize the given product. (1) Given the product [Cl:1][C:2]1[C:3]([F:39])=[C:4]([CH:32]=[C:33]([C:35]([F:37])([F:36])[F:38])[CH:34]=1)[CH2:5][N:6]1[CH2:7][CH2:8][C:9]([CH2:13][O:14][C:15]2[C:27]([CH:28]3[CH2:30][CH2:29]3)=[CH:26][C:18]([C:19]([OH:21])=[O:20])=[C:17]([F:31])[CH:16]=2)([F:12])[CH2:10][CH2:11]1, predict the reactants needed to synthesize it. The reactants are: [Cl:1][C:2]1[C:3]([F:39])=[C:4]([CH:32]=[C:33]([C:35]([F:38])([F:37])[F:36])[CH:34]=1)[CH2:5][N:6]1[CH2:11][CH2:10][C:9]([CH2:13][O:14][C:15]2[C:27]([CH:28]3[CH2:30][CH2:29]3)=[CH:26][C:18]([C:19]([O:21]C(C)(C)C)=[O:20])=[C:17]([F:31])[CH:16]=2)([F:12])[CH2:8][CH2:7]1.FC(F)(F)C(O)=O. (2) Given the product [CH3:1][C:2]1[CH:3]=[C:4]2[C:9](=[C:10]([NH2:12])[CH:11]=1)[N:8]=[CH:7][CH:6]=[CH:5]2, predict the reactants needed to synthesize it. The reactants are: [CH3:1][C:2]1[CH:3]=[C:4]2[C:9](=[C:10]([N+:12]([O-])=O)[CH:11]=1)[N:8]=[CH:7][CH:6]=[CH:5]2.O.NN. (3) Given the product [CH3:16][S:17]([OH:20])(=[O:19])=[O:18].[Cl:1][C:2]1[CH:3]=[C:4]([N:9]2[CH2:15][C@@H:14]3[C@@H:11]([CH2:12][NH:13]3)[CH2:10]2)[CH:5]=[N:6][C:7]=1[Cl:8], predict the reactants needed to synthesize it. The reactants are: [Cl:1][C:2]1[CH:3]=[C:4]([N:9]2[CH2:15][C@@H:14]3[C@@H:11]([CH2:12][NH:13]3)[CH2:10]2)[CH:5]=[N:6][C:7]=1[Cl:8].[CH3:16][S:17]([OH:20])(=[O:19])=[O:18].O.N. (4) Given the product [OH:9][C:8]1[CH:7]=[C:5]([OH:6])[N:4]=[C:2]([S:3][CH2:13][CH2:14][CH3:15])[N:1]=1, predict the reactants needed to synthesize it. The reactants are: [NH:1]1[C:8](=[O:9])[CH2:7][C:5](=[O:6])[NH:4][C:2]1=[S:3].[OH-].[Na+].I[CH2:13][CH2:14][CH3:15].Cl. (5) Given the product [Cl:1][C:2]1[CH:3]=[C:4]([O:12][C:13]2[C:21]([F:22])=[CH:20][C:16]([C:17]([NH:19][S:36]([N:35]([CH3:40])[CH3:34])(=[O:38])=[O:37])=[O:18])=[C:15]([F:23])[CH:14]=2)[CH:5]=[N:6][C:7]=1[O:8][CH:9]([CH3:11])[CH3:10], predict the reactants needed to synthesize it. The reactants are: [Cl:1][C:2]1[CH:3]=[C:4]([O:12][C:13]2[C:21]([F:22])=[CH:20][C:16]([C:17]([NH2:19])=[O:18])=[C:15]([F:23])[CH:14]=2)[CH:5]=[N:6][C:7]=1[O:8][CH:9]([CH3:11])[CH3:10].C[Si]([N-][Si](C)(C)C)(C)C.[Na+].[CH3:34][N:35]([CH3:40])[S:36](Cl)(=[O:38])=[O:37].[Li+].C[Si]([N-][Si](C)(C)C)(C)C. (6) Given the product [CH2:1]([N:3]([CH2:4][CH2:5][F:37])[CH2:7][CH2:8][CH2:9][CH2:10][O:11][C:12]1[CH:30]=[CH:29][C:15]2[C:16]([C:19]3[CH:24]=[CH:23][C:22]([C:25]([F:28])([F:27])[F:26])=[CH:21][CH:20]=3)=[N:17][S:18][C:14]=2[CH:13]=1)[CH3:2], predict the reactants needed to synthesize it. The reactants are: [CH2:1]([N:3]([CH2:7][CH2:8][CH2:9][CH2:10][O:11][C:12]1[CH:30]=[CH:29][C:15]2[C:16]([C:19]3[CH:24]=[CH:23][C:22]([C:25]([F:28])([F:27])[F:26])=[CH:21][CH:20]=3)=[N:17][S:18][C:14]=2[CH:13]=1)[CH2:4][CH2:5]O)[CH3:2].CCN(S(F)(F)[F:37])CC.C([O-])([O-])=O.[Na+].[Na+]. (7) Given the product [Cl:18][CH2:17][CH2:16][CH2:15][N:10]1[CH:11]=[C:6]([C:2]2[S:1][CH:5]=[CH:4][CH:3]=2)[C:7](=[O:13])[NH:8][C:9]1=[O:12], predict the reactants needed to synthesize it. The reactants are: [S:1]1[CH:5]=[CH:4][CH:3]=[C:2]1[C:6]1[C:7](=[O:13])[NH:8][C:9](=[O:12])[NH:10][CH:11]=1.Br[CH2:15][CH2:16][CH2:17][Cl:18].C(=O)([O-])[O-].[K+].[K+]. (8) Given the product [F:29][C:30]([F:35])([F:34])[C:31]([O-:33])=[O:32].[Cl:1][C:2]1[C:7]([CH2:8][NH2+:9][C:10]2[C:11]3[CH2:18][NH2+:17][CH2:16][C:12]=3[N:13]=[CH:14][N:15]=2)=[C:6]([F:26])[C:5]([O:27][CH3:28])=[CH:4][CH:3]=1.[F:29][C:30]([F:35])([F:34])[C:31]([O-:33])=[O:32], predict the reactants needed to synthesize it. The reactants are: [Cl:1][C:2]1[C:7]([CH2:8][NH:9][C:10]2[C:11]3[CH2:18][N:17](C(OC(C)(C)C)=O)[CH2:16][C:12]=3[N:13]=[CH:14][N:15]=2)=[C:6]([F:26])[C:5]([O:27][CH3:28])=[CH:4][CH:3]=1.[F:29][C:30]([F:35])([F:34])[C:31]([OH:33])=[O:32].